From a dataset of Reaction yield outcomes from USPTO patents with 853,638 reactions. Predict the reaction yield, written as a fraction of the theoretical maximum amount of product (1.0 means a 100% yield; for example, 0.34 means a 34% yield). (1) The reactants are [CH:1]1([C:4]2[CH:9]=[CH:8][N:7]=[CH:6][C:5]=2[N:10]2[CH2:14][CH2:13][NH:12][C:11]2=[O:15])[CH2:3][CH2:2]1.[Cl:16][C:17]1[CH:22]=[C:21](I)[CH:20]=[C:19]([Cl:24])[N:18]=1.[C@@H]1(N)CCCC[C@H]1N.P([O-])([O-])([O-])=O.[K+].[K+].[K+]. The catalyst is [Cu](I)I.O1CCOCC1. The product is [CH:1]1([C:4]2[CH:9]=[CH:8][N:7]=[CH:6][C:5]=2[N:10]2[CH2:14][CH2:13][N:12]([C:21]3[CH:20]=[C:19]([Cl:24])[N:18]=[C:17]([Cl:16])[CH:22]=3)[C:11]2=[O:15])[CH2:3][CH2:2]1. The yield is 0.930. (2) The reactants are [Br:1][C:2]1[CH:15]=[CH:14][C:5]([C:6]([NH:8][CH2:9][C:10]([F:13])([F:12])[F:11])=[O:7])=[C:4]([CH2:16]O)[CH:3]=1.C([Mg]Cl)(C)C.CN(C)P(Cl)(N(C)C)=O. The catalyst is O1CCCC1.CN1CC(=O)C=C1. The product is [Br:1][C:2]1[CH:3]=[C:4]2[C:5](=[CH:14][CH:15]=1)[C:6](=[O:7])[N:8]([CH2:9][C:10]([F:13])([F:12])[F:11])[CH2:16]2. The yield is 0.880. (3) The reactants are [I:1]Cl.[Cl:3][C:4]1[CH:10]=[CH:9][C:7]([NH2:8])=[CH:6][C:5]=1[F:11]. The catalyst is CO. The product is [Cl:3][C:4]1[C:5]([F:11])=[CH:6][C:7]([NH2:8])=[C:9]([I:1])[CH:10]=1. The yield is 0.670. (4) The reactants are [Cl:1][CH2:2][CH2:3][CH2:4][CH2:5][OH:6].N1C=CN=C1.[CH3:12][C:13]([Si:16](Cl)([CH3:18])[CH3:17])([CH3:15])[CH3:14]. The catalyst is C(Cl)Cl. The product is [C:13]([Si:16]([O:6][CH2:5][CH2:4][CH2:3][CH2:2][Cl:1])([CH3:18])[CH3:17])([CH3:15])([CH3:14])[CH3:12]. The yield is 0.500. (5) The reactants are C1C=C[NH+]=CC=1.[O-][Cr](Cl)(=O)=O.[OH:12][CH2:13][CH2:14][CH2:15][CH2:16][CH2:17][C:18]([O:20][CH3:21])=[O:19]. The catalyst is C(Cl)Cl. The product is [CH:13]([CH2:14][CH2:15][CH2:16][CH2:17][C:18]([O:20][CH3:21])=[O:19])=[O:12]. The yield is 1.00. (6) The reactants are ClC(Cl)(O[C:5](=[O:11])OC(Cl)(Cl)Cl)Cl.[CH:13]([N:16]1[C:20]2[N:21]=[C:22]([C:31]3[CH:36]=[CH:35][C:34]([NH2:37])=[CH:33][CH:32]=3)[N:23]=[C:24]([N:25]3[CH2:30][CH2:29][O:28][CH2:27][CH2:26]3)[C:19]=2[N:18]=[N:17]1)([CH3:15])[CH3:14].[NH:38]1[CH:42]=[CH:41][C:40]([NH2:43])=[CH:39]1.CCN(CC)CC. The catalyst is C(Cl)Cl. The product is [CH:13]([N:16]1[C:20]2[N:21]=[C:22]([C:31]3[CH:32]=[CH:33][C:34]([NH:37][C:5]([NH:43][C:40]4[CH:41]=[CH:42][NH:38][CH:39]=4)=[O:11])=[CH:35][CH:36]=3)[N:23]=[C:24]([N:25]3[CH2:30][CH2:29][O:28][CH2:27][CH2:26]3)[C:19]=2[N:18]=[N:17]1)([CH3:15])[CH3:14]. The yield is 0.300.